From a dataset of Forward reaction prediction with 1.9M reactions from USPTO patents (1976-2016). Predict the product of the given reaction. (1) Given the reactants [CH3:1][CH:2]1[CH2:7][CH2:6][CH2:5][CH2:4]/[C:3]/1=[N:8]/[C@H:9]([C:11]1[CH:16]=[CH:15][CH:14]=[CH:13][CH:12]=1)[CH3:10], predict the reaction product. The product is: [CH3:1][C@@H:2]1[CH2:7][CH2:6][CH2:5][CH2:4][C@@H:3]1[NH:8][C@H:9]([C:11]1[CH:12]=[CH:13][CH:14]=[CH:15][CH:16]=1)[CH3:10]. (2) Given the reactants C([N:4]1[C:12]2[C:7](=[CH:8][CH:9]=[CH:10][CH:11]=2)[C:6](=[C:13](Cl)[C:14]2[CH:19]=[CH:18][C:17]([N+:20]([O-:22])=[O:21])=[CH:16][CH:15]=2)[C:5]1=[O:24])(=O)C.[CH3:25][N:26]([CH2:28][C:29]1[CH:35]=[CH:34][C:32]([NH2:33])=[CH:31][CH:30]=1)[CH3:27].[OH-].[Na+], predict the reaction product. The product is: [CH3:27][N:26]([CH2:28][C:29]1[CH:30]=[CH:31][C:32]([NH:33]/[C:13](=[C:6]2\[C:5](=[O:24])[NH:4][C:12]3[C:7]\2=[CH:8][CH:9]=[CH:10][CH:11]=3)/[C:14]2[CH:15]=[CH:16][C:17]([N+:20]([O-:22])=[O:21])=[CH:18][CH:19]=2)=[CH:34][CH:35]=1)[CH3:25].